This data is from Full USPTO retrosynthesis dataset with 1.9M reactions from patents (1976-2016). The task is: Predict the reactants needed to synthesize the given product. Given the product [Br:1][C:2]1[CH:3]=[C:4]([CH:8]=[CH:9][C:10]=1[CH3:11])[C:5]#[N:19], predict the reactants needed to synthesize it. The reactants are: [Br:1][C:2]1[CH:3]=[C:4]([CH:8]=[CH:9][C:10]=1[CH3:11])[C:5](O)=O.C(Cl)(=O)C(Cl)=O.C[N:19]1CCOCC1.N.